Task: Predict the product of the given reaction.. Dataset: Forward reaction prediction with 1.9M reactions from USPTO patents (1976-2016) (1) Given the reactants [C:1](Cl)(=O)[CH2:2][CH2:3][CH2:4][CH2:5][CH2:6][CH2:7][CH2:8]CCCC.[Cl-].[CH2:16]([C:19]1[C:28]2[C:23](=[CH:24][C:25]([O:31][CH3:32])=[C:26]([O:29][CH3:30])[CH:27]=2)[CH:22]=[CH:21][N+:20]=1CC1C(F)=CC=CC=1Cl)[CH2:17][CH3:18], predict the reaction product. The product is: [CH2:16]([C:19]1[C:28]2[C:23](=[CH:24][C:25]([O:31][CH3:32])=[C:26]([O:29][CH3:30])[CH:27]=2)[CH:22]=[CH:21][N:20]=1)[CH2:17][CH2:18][CH2:1][CH2:2][CH2:3][CH2:4][CH2:5][CH2:6][CH2:7][CH3:8]. (2) Given the reactants [N:1]([C:4]1[CH:9]=[CH:8][C:7]([B:10]2[O:14][C:13]([CH3:16])([CH3:15])[C:12]([CH3:18])([CH3:17])[O:11]2)=[CH:6][CH:5]=1)=[C:2]=[O:3].[N:19]1[CH:24]=[CH:23][C:22]([NH2:25])=[CH:21][CH:20]=1.C(N(CC)CC)C, predict the reaction product. The product is: [N:19]1[CH:24]=[CH:23][C:22]([NH:25][C:2]([NH:1][C:4]2[CH:9]=[CH:8][C:7]([B:10]3[O:14][C:13]([CH3:16])([CH3:15])[C:12]([CH3:18])([CH3:17])[O:11]3)=[CH:6][CH:5]=2)=[O:3])=[CH:21][CH:20]=1. (3) Given the reactants [C:1]([C:3]1[C:8](F)=[CH:7][C:6]([F:10])=[CH:5][N:4]=1)#[N:2].Cl.[NH2:12][CH:13]1[CH2:18][CH2:17][O:16][CH2:15][CH2:14]1.C(=O)([O-])[O-].[K+].[K+].C(N(CC)CC)C, predict the reaction product. The product is: [C:1]([C:3]1[C:8]([NH:12][CH:13]2[CH2:18][CH2:17][O:16][CH2:15][CH2:14]2)=[CH:7][C:6]([F:10])=[CH:5][N:4]=1)#[N:2].